From a dataset of Catalyst prediction with 721,799 reactions and 888 catalyst types from USPTO. Predict which catalyst facilitates the given reaction. (1) Reactant: [C:1]([NH:5][C:6]1[N:11]=[C:10]([C:12]#[C:13][Si](C)(C)C)[CH:9]=[CH:8][N:7]=1)([CH3:4])([CH3:3])[CH3:2].[OH-].[K+]. Product: [C:1]([NH:5][C:6]1[N:11]=[C:10]([C:12]#[CH:13])[CH:9]=[CH:8][N:7]=1)([CH3:4])([CH3:3])[CH3:2]. The catalyst class is: 5. (2) Reactant: [OH-].[Na+].[NH2:3][C:4]1[C:12]2[C:7](=[CH:8][CH:9]=[CH:10][CH:11]=2)[C:6]([C:21]2[CH:22]=[C:23]([OH:27])[CH:24]=[CH:25][CH:26]=2)([C:13]2[CH:18]=[C:17]([Cl:19])[N:16]=[C:15]([Cl:20])[CH:14]=2)[N:5]=1.[Cl:28][C:29]1[N:33]([CH3:34])[N:32]=[C:31]([CH3:35])[C:30]=1[S:36](Cl)(=[O:38])=[O:37]. Product: [Cl:28][C:29]1[N:33]([CH3:34])[N:32]=[C:31]([CH3:35])[C:30]=1[S:36]([O:27][C:23]1[CH:24]=[CH:25][CH:26]=[C:21]([C:6]2([C:13]3[CH:14]=[C:15]([Cl:20])[N:16]=[C:17]([Cl:19])[CH:18]=3)[C:7]3[C:12](=[CH:11][CH:10]=[CH:9][CH:8]=3)[C:4]([NH2:3])=[N:5]2)[CH:22]=1)(=[O:37])=[O:38]. The catalyst class is: 7. (3) Reactant: [CH2:1]([O:3][C:4]([C:6]1[CH:7]=[N:8][C:9]2[C:14]([C:15]=1OS(C(F)(F)F)(=O)=O)=[CH:13][CH:12]=[C:11]([C:24]([F:27])([F:26])[F:25])[CH:10]=2)=[O:5])[CH3:2].P([O-])([O-])([O-])=O.[K+].[K+].[K+].[C:36]([O:39][CH2:40][CH3:41])(=[O:38])[CH3:37]. Product: [CH2:1]([O:3][C:4]([C:6]1[CH:7]=[N:8][C:9]2[C:14]([C:15]=1[C:9]1[CH:14]=[CH:13][C:37]([C:36]([O:39][CH2:40][CH3:41])=[O:38])=[CH:11][CH:10]=1)=[CH:13][CH:12]=[C:11]([C:24]([F:27])([F:26])[F:25])[CH:10]=2)=[O:5])[CH3:2]. The catalyst class is: 77. (4) Reactant: N[C:2]1[C:10]([O:11]C)=[CH:9][CH:8]=[CH:7][C:3]=1C(O)=O.[CH3:13][Mg]Br.[N].[Cl-].[NH4+].[C:19]([N:26]1[CH:30]=[CH:29]N=C1)(N1C=CN=C1)=[O:20].C1C[O:34][CH2:33]C1. Product: [CH3:33][O:34][C:29]1[C:30]2[NH:26][C:19](=[O:20])[O:11][C:10]([CH3:2])([CH3:13])[C:9]=2[CH:8]=[CH:7][CH:3]=1. The catalyst class is: 13. (5) Reactant: [CH:1]1([O:6][C:7]2[CH:8]=[C:9]([CH:19]=[C:20]([OH:22])[CH:21]=2)[C:10]([NH:12][C:13]2[CH:17]=[CH:16][N:15]([CH3:18])[N:14]=2)=[O:11])[CH2:5][CH2:4][CH2:3][CH2:2]1.[N:23]1([C:27]([C:29]2[CH:34]=[N:33][C:32](Cl)=[CH:31][N:30]=2)=[O:28])[CH2:26][CH2:25][CH2:24]1.C(=O)([O-])[O-].[K+].[K+]. Product: [N:23]1([C:27]([C:29]2[N:30]=[CH:31][C:32]([O:22][C:20]3[CH:19]=[C:9]([CH:8]=[C:7]([O:6][CH:1]4[CH2:5][CH2:4][CH2:3][CH2:2]4)[CH:21]=3)[C:10]([NH:12][C:13]3[CH:17]=[CH:16][N:15]([CH3:18])[N:14]=3)=[O:11])=[N:33][CH:34]=2)=[O:28])[CH2:26][CH2:25][CH2:24]1. The catalyst class is: 10.